Task: Predict the product of the given reaction.. Dataset: Forward reaction prediction with 1.9M reactions from USPTO patents (1976-2016) (1) Given the reactants [CH3:1][O:2][C:3]1[CH:4]=[C:5]([CH:9]=[CH:10][C:11]=1[N:12]([CH3:14])[CH3:13])[C:6]([NH2:8])=O.O=P(Cl)(Cl)Cl.C(N(C(C)C)CC)(C)C.C(=O)([O-])[O-].[Na+].[Na+], predict the reaction product. The product is: [CH3:1][O:2][C:3]1[CH:4]=[C:5]([CH:9]=[CH:10][C:11]=1[N:12]([CH3:13])[CH3:14])[C:6]#[N:8]. (2) Given the reactants [CH:1]1([C:7]2[NH:11][N:10]=[C:9]([NH2:12])[CH:8]=2)[CH2:6][CH2:5][CH2:4][CH2:3][CH2:2]1.[Cl:13][C:14]1[N:19]=[C:18](Cl)[CH:17]=[C:16]([CH3:21])[N:15]=1.CC([O-])=O.[K+], predict the reaction product. The product is: [Cl:13][C:14]1[N:19]=[C:18]([NH:12][C:9]2[CH:8]=[C:7]([CH:1]3[CH2:2][CH2:3][CH2:4][CH2:5][CH2:6]3)[NH:11][N:10]=2)[CH:17]=[C:16]([CH3:21])[N:15]=1. (3) Given the reactants [C:1]([O:9][CH:10]1[CH2:15][CH2:14][N:13](C(OC(C)(C)C)=O)[CH2:12][CH:11]1[F:23])(=[O:8])[C:2]1[CH:7]=[CH:6][CH:5]=[CH:4][CH:3]=1.Cl.O1CCOCC1, predict the reaction product. The product is: [C:1]([O:9][CH:10]1[CH2:15][CH2:14][NH:13][CH2:12][CH:11]1[F:23])(=[O:8])[C:2]1[CH:3]=[CH:4][CH:5]=[CH:6][CH:7]=1. (4) Given the reactants C([CH2:5][C:6]([NH:8][C:9]1[CH:14]=[CH:13][C:12]([B:15]2[O:19][C:18]([CH3:21])([CH3:20])[C:17]([CH3:23])([CH3:22])[O:16]2)=[CH:11][CH:10]=1)=[O:7])(C)(C)C.[CH3:24]C(OCC1C2C(=CC=CC=2)C(COC(C)=O)=C2C=1C=CC=C2)=O, predict the reaction product. The product is: [CH3:24][N:8]([C:9]1[CH:14]=[CH:13][C:12]([B:15]2[O:16][C:17]([CH3:23])([CH3:22])[C:18]([CH3:21])([CH3:20])[O:19]2)=[CH:11][CH:10]=1)[C:6](=[O:7])[CH3:5]. (5) Given the reactants [OH:1][C:2]1[C:3]([CH3:11])=[C:4]([CH:8]=[CH:9][CH:10]=1)[C:5]([OH:7])=[O:6].OS(O)(=O)=O.[CH3:17]O, predict the reaction product. The product is: [CH3:17][O:6][C:5](=[O:7])[C:4]1[CH:8]=[CH:9][CH:10]=[C:2]([OH:1])[C:3]=1[CH3:11]. (6) Given the reactants [F:1][C:2]1[CH:3]=[C:4]([CH2:23][CH2:24][C:25]([O:27][CH2:28][CH3:29])=[O:26])[CH:5]=[C:6]([C@H:9]([OH:22])[CH2:10]OS(C2C=CC(C)=CC=2)(=O)=O)[C:7]=1[F:8].C(=O)([O-])[O-].[K+].[K+], predict the reaction product. The product is: [F:1][C:2]1[CH:3]=[C:4]([CH2:23][CH2:24][C:25]([O:27][CH2:28][CH3:29])=[O:26])[CH:5]=[C:6]([C@H:9]2[CH2:10][O:22]2)[C:7]=1[F:8].